This data is from Forward reaction prediction with 1.9M reactions from USPTO patents (1976-2016). The task is: Predict the product of the given reaction. (1) Given the reactants [C:1]([O:5][C:6]([N:8]1[CH2:13][CH2:12][N:11]([C:14]2[C:23]([O:24][CH3:25])=[C:22]3[C:17]([C:18](=[O:32])[C:19]([C:29]([OH:31])=[O:30])=[CH:20][N:21]3[CH:26]3[CH2:28][CH2:27]3)=[CH:16][C:15]=2[F:33])[CH2:10][CH:9]1[CH3:34])=[O:7])([CH3:4])([CH3:3])[CH3:2].C([O-])([O-])=O.[K+].[K+].[CH2:41](Br)[CH:42]=[CH2:43], predict the reaction product. The product is: [C:1]([O:5][C:6]([N:8]1[CH2:13][CH2:12][N:11]([C:14]2[C:23]([O:24][CH3:25])=[C:22]3[C:17]([C:18](=[O:32])[C:19]([C:29]([O:31][CH2:43][CH:42]=[CH2:41])=[O:30])=[CH:20][N:21]3[CH:26]3[CH2:28][CH2:27]3)=[CH:16][C:15]=2[F:33])[CH2:10][CH:9]1[CH3:34])=[O:7])([CH3:4])([CH3:2])[CH3:3]. (2) The product is: [CH3:8][C:5]1[CH:6]=[CH:7][C:2]([C:12]2[CH:17]=[CH:16][CH:15]=[CH:14][CH:13]=2)=[C:3]([N+:9]([O-:11])=[O:10])[CH:4]=1. Given the reactants Br[C:2]1[CH:7]=[CH:6][C:5]([CH3:8])=[CH:4][C:3]=1[N+:9]([O-:11])=[O:10].[C:12]1(B(O)O)[CH:17]=[CH:16][CH:15]=[CH:14][CH:13]=1.CCCCCCCCCCC, predict the reaction product. (3) The product is: [CH:42]1([C:41]2[O:46][C:51]([NH:1][C:2]3[CH:7]=[CH:6][C:5]([C:8]4[CH:9]=[CH:10][C:11]([CH:14]5[CH2:19][O:18][CH:17]([CH2:20][C:21]([O:23][CH2:24][C:25]6[CH:26]=[CH:27][CH:28]=[CH:29][CH:30]=6)=[O:22])[CH2:16][CH2:15]5)=[CH:12][CH:13]=4)=[CH:4][CH:3]=3)=[N:53][N:40]=2)[CH2:43][CH2:44][CH2:45]1. Given the reactants [NH2:1][C:2]1[CH:7]=[CH:6][C:5]([C:8]2[CH:13]=[CH:12][C:11]([CH:14]3[CH2:19][O:18][CH:17]([CH2:20][C:21]([O:23][CH2:24][C:25]4[CH:30]=[CH:29][CH:28]=[CH:27][CH:26]=4)=[O:22])[CH2:16][CH2:15]3)=[CH:10][CH:9]=2)=[CH:4][CH:3]=1.C([N:40]1[CH:45]=[CH:44][CH:43]=[CH:42][C:41]1=[O:46])([N:40]1[CH:45]=[CH:44][CH:43]=[CH:42][C:41]1=[O:46])=S.C1([C:51]([NH:53]N)=O)CCC1.CCN=C=NCCCN(C)C.Cl, predict the reaction product. (4) Given the reactants [F:1][C:2]1[CH:7]=[CH:6][C:5]([F:8])=[CH:4][C:3]=1[CH:9]1[CH2:13][CH2:12][CH2:11][N:10]1[C:14]1[CH:19]=[CH:18][N:17]2[N:20]=[CH:21][C:22]([C:23]([NH2:25])=[O:24])=[C:16]2[N:15]=1.CO[C:28](OC)([N:30]([CH3:32])[CH3:31])[CH3:29], predict the reaction product. The product is: [F:1][C:2]1[CH:7]=[CH:6][C:5]([F:8])=[CH:4][C:3]=1[CH:9]1[CH2:13][CH2:12][CH2:11][N:10]1[C:14]1[CH:19]=[CH:18][N:17]2[N:20]=[CH:21][C:22]([C:23](/[N:25]=[C:28](\[N:30]([CH3:32])[CH3:31])/[CH3:29])=[O:24])=[C:16]2[N:15]=1.